This data is from Full USPTO retrosynthesis dataset with 1.9M reactions from patents (1976-2016). The task is: Predict the reactants needed to synthesize the given product. (1) Given the product [CH3:27][O:26][CH2:25][CH2:24][O:15][C:11]1[CH:10]=[C:9]([B:4]2[O:3][C:2]([CH3:16])([CH3:1])[C:6]([CH3:7])([CH3:8])[O:5]2)[CH:14]=[CH:13][CH:12]=1, predict the reactants needed to synthesize it. The reactants are: [CH3:1][C:2]1([CH3:16])[C:6]([CH3:8])([CH3:7])[O:5][B:4]([C:9]2[CH:10]=[C:11]([OH:15])[CH:12]=[CH:13][CH:14]=2)[O:3]1.C([O-])([O-])=O.[K+].[K+].Br[CH2:24][CH2:25][O:26][CH3:27]. (2) Given the product [Br:19][C:17]1[CH:18]=[C:13]([NH:12][C:4](=[O:5])[C:3]2[CH:7]=[CH:8][C:9]([F:11])=[CH:10][C:2]=2[F:1])[CH:14]=[N:15][CH:16]=1, predict the reactants needed to synthesize it. The reactants are: [F:1][C:2]1[CH:10]=[C:9]([F:11])[CH:8]=[CH:7][C:3]=1[C:4](Cl)=[O:5].[NH2:12][C:13]1[CH:14]=[N:15][CH:16]=[C:17]([Br:19])[CH:18]=1.